From a dataset of Reaction yield outcomes from USPTO patents with 853,638 reactions. Predict the reaction yield, written as a fraction of the theoretical maximum amount of product (1.0 means a 100% yield; for example, 0.34 means a 34% yield). (1) The reactants are Cl[C:2]([O:4][CH2:5][CH3:6])=[O:3].[CH:7]1[C:13]([NH2:14])=[N:12][C:10](=[O:11])[N:9]([C@@H:15]2[O:19][C@H:18]([CH2:20][OH:21])[C@@H:17]([OH:22])[C:16]2([F:24])[F:23])[CH:8]=1.Cl. No catalyst specified. The product is [F:24][C:16]1([F:23])[C@H:17]([OH:22])[C@@H:18]([CH2:20][OH:21])[O:19][C@H:15]1[N:9]1[CH:8]=[CH:7][C:13]([NH:14][C:2]([O:4][CH2:5][CH3:6])=[O:3])=[N:12][C:10]1=[O:11]. The yield is 0.640. (2) The reactants are [Cl:1][C:2]1[CH:3]=[C:4]([CH:8]2[C:12]([C:15]3[CH:20]=[CH:19][C:18]([Cl:21])=[CH:17][CH:16]=3)([C:13]#[N:14])[CH:11]([CH2:22][C:23]([CH3:26])([CH3:25])[CH3:24])[NH:10][CH:9]2[C:27](O)=[O:28])[CH:5]=[CH:6][CH:7]=1.[NH2:30][CH2:31][C:32]1([CH2:35][OH:36])[CH2:34][CH2:33]1.CN(C(ON1N=NC2C=CC=NC1=2)=[N+](C)C)C.F[P-](F)(F)(F)(F)F.CCN(C(C)C)C(C)C. The catalyst is C(Cl)Cl. The product is [OH:36][CH2:35][C:32]1([CH2:31][NH:30][C:27]([CH:9]2[CH:8]([C:4]3[CH:5]=[CH:6][CH:7]=[C:2]([Cl:1])[CH:3]=3)[C:12]([C:15]3[CH:16]=[CH:17][C:18]([Cl:21])=[CH:19][CH:20]=3)([C:13]#[N:14])[CH:11]([CH2:22][C:23]([CH3:25])([CH3:24])[CH3:26])[NH:10]2)=[O:28])[CH2:34][CH2:33]1. The yield is 0.247. (3) The reactants are C([O:4][CH:5]([CH2:21][CH2:22][S:23]([CH3:25])=[O:24])[C:6]([NH:8][CH2:9][CH2:10][CH2:11][CH2:12][CH2:13][CH2:14][CH2:15][CH2:16][CH2:17][CH2:18][CH2:19][CH3:20])=[O:7])(=O)C.[OH-].[Na+]. The catalyst is CO.ClCCl. The product is [CH2:9]([NH:8][C:6](=[O:7])[CH:5]([OH:4])[CH2:21][CH2:22][S:23]([CH3:25])=[O:24])[CH2:10][CH2:11][CH2:12][CH2:13][CH2:14][CH2:15][CH2:16][CH2:17][CH2:18][CH2:19][CH3:20]. The yield is 0.800. (4) The reactants are [C:1]([C:5]1[NH:6][C:7]2[C:12]([CH:13]=1)=[CH:11][C:10]([N+:14]([O-:16])=[O:15])=[CH:9][C:8]=2[C:17](OC)=[O:18])([CH3:4])([CH3:3])[CH3:2].ClCCl.CC(C[AlH]CC(C)C)C. The catalyst is O. The product is [C:1]([C:5]1[NH:6][C:7]2[C:12]([CH:13]=1)=[CH:11][C:10]([N+:14]([O-:16])=[O:15])=[CH:9][C:8]=2[CH2:17][OH:18])([CH3:4])([CH3:2])[CH3:3]. The yield is 0.730. (5) The reactants are Cl[CH:2]([C:14]1[CH:19]=[CH:18][CH:17]=[CH:16][CH:15]=1)[C:3]([C:5]1[C:13]2[C:8](=[CH:9][CH:10]=[CH:11][CH:12]=2)[NH:7][CH:6]=1)=[O:4].[CH3:20][O:21][C:22]1[CH:23]=[C:24]([CH:26]=[C:27]([O:29][CH3:30])[CH:28]=1)[NH2:25].C(N(CC)CC)C. The catalyst is CN(C=O)C. The product is [CH3:30][O:29][C:27]1[CH:26]=[C:24]([NH:25][CH:2]([C:14]2[CH:19]=[CH:18][CH:17]=[CH:16][CH:15]=2)[C:3]([C:5]2[C:13]3[C:8](=[CH:9][CH:10]=[CH:11][CH:12]=3)[NH:7][CH:6]=2)=[O:4])[CH:23]=[C:22]([O:21][CH3:20])[CH:28]=1. The yield is 0.0600. (6) The reactants are C(O[CH:4]=[C:5]([C:11]([O:13]CC)=O)[C:6]([O:8][CH2:9][CH3:10])=[O:7])C.[CH3:16][C:17]1[CH:18]=[CH:19][C:20]([NH2:23])=[N:21][CH:22]=1.C1CCN2C(=NCCC2)CC1.C(#N)C. The catalyst is ClCCl.O. The product is [CH3:16][C:17]1[CH:18]=[CH:19][C:20]2[N:21]([CH:22]=1)[C:11](=[O:13])[C:5]([C:6]([O:8][CH2:9][CH3:10])=[O:7])=[CH:4][N:23]=2. The yield is 0.580. (7) The reactants are [Br:1][C:2]1[CH:7]=[CH:6][C:5]([C@@H:8]([N:10]2[CH2:15][CH2:14][C@:13](CC(C)=C)([C:16]3[CH:21]=[CH:20][CH:19]=[CH:18][CH:17]=3)[O:12][C:11]2=O)[CH3:9])=[CH:4][CH:3]=1.C[N+]1([O-])CC[O:31]CC1.C1COCC1.[CH3:40][C:41]([OH:44])([CH3:43])[CH3:42].[OH2:45]. The product is [Br:1][C:2]1[CH:7]=[CH:6][C:5]([C@@H:8]([N:10]2[CH2:15][CH2:14][C@:13]([CH2:40][C:41]([OH:44])([CH3:43])[CH2:42][OH:31])([C:16]3[CH:21]=[CH:20][CH:19]=[CH:18][CH:17]=3)[O:45][C:11]2=[O:12])[CH3:9])=[CH:4][CH:3]=1. The yield is 0.745. The catalyst is [Os](=O)(=O)(=O)=O. (8) The product is [CH:26]([O:28][P:50]([CH2:47][O:10][CH2:9][C:8]([C:7]([C:13]1[CH:18]=[CH:17][CH:16]=[CH:15][CH:14]=1)([C:19]1[CH:20]=[CH:21][CH:22]=[CH:23][CH:24]=1)[O:6][SiH2:5][C:1]([CH3:2])([CH3:3])[CH3:4])=[CH:11][CH3:12])(=[O:51])[O:34][CH:32]([CH3:33])[CH3:31])([CH3:29])[CH3:27]. The reactants are [C:1]([SiH2:5][O:6][C:7]([C:19]1[CH:24]=[CH:23][CH:22]=[CH:21][CH:20]=1)([C:13]1[CH:18]=[CH:17][CH:16]=[CH:15][CH:14]=1)[C:8](=[CH:11][CH3:12])[CH2:9][OH:10])([CH3:4])([CH3:3])[CH3:2].C[C:26]([CH3:29])([O-:28])[CH3:27].[Mg+2].[CH3:31][C:32](C)([O-:34])[CH3:33].S(C1C=CC(C)=CC=1)(O)(=O)=O.[CH:47]([P:50](=O)(O)[OH:51])(C)C. The yield is 0.670. The catalyst is CN(C=O)C. (9) The reactants are [Br:1][CH2:2][CH2:3][CH2:4][CH2:5][CH2:6][CH2:7][CH2:8][CH2:9]C=O.[CH3:12][O:13][CH:14](OC)[O:15][CH3:16].Cl. The yield is 0.970. The product is [Br:1][CH2:2][CH2:3][CH2:4][CH2:5][CH2:6][CH2:7][CH2:8][CH2:9][CH:14]([O:15][CH3:16])[O:13][CH3:12]. The catalyst is O1CCOCC1.C(=O)(O)[O-].[Na+].CO.